This data is from Forward reaction prediction with 1.9M reactions from USPTO patents (1976-2016). The task is: Predict the product of the given reaction. (1) Given the reactants CCN(C(C)C)C(C)C.[CH3:10][C:11]1([NH:15][S:16]([C:19]2[CH:20]=[C:21]([CH:25]=[CH:26][CH:27]=2)[C:22]([OH:24])=O)(=[O:18])=[O:17])[CH2:14][O:13][CH2:12]1.CN(C(ON1N=NC2C=CC=NC1=2)=[N+](C)C)C.F[P-](F)(F)(F)(F)F.[Br:52][C:53]1[CH:54]=[C:55]([CH:57]=[CH:58][C:59]=1[F:60])[NH2:56], predict the reaction product. The product is: [Br:52][C:53]1[CH:54]=[C:55]([NH:56][C:22](=[O:24])[C:21]2[CH:25]=[CH:26][CH:27]=[C:19]([S:16](=[O:17])(=[O:18])[NH:15][C:11]3([CH3:10])[CH2:12][O:13][CH2:14]3)[CH:20]=2)[CH:57]=[CH:58][C:59]=1[F:60]. (2) The product is: [CH:27]1([C:24]2[NH:25][N:26]=[C:22]([NH:21][C:19]3[C:18]([C:30]#[CH:31])=[CH:17][N:16]=[C:15]([C:13]4[S:14][C:10]([CH2:9][OH:8])=[CH:11][CH:12]=4)[N:20]=3)[CH:23]=2)[CH2:29][CH2:28]1. Given the reactants [Si]([O:8][CH2:9][C:10]1[S:14][C:13]([C:15]2[N:20]=[C:19]([NH:21][C:22]3[NH:26][N:25]=[C:24]([CH:27]4[CH2:29][CH2:28]4)[CH:23]=3)[C:18]([C:30]#[CH:31])=[CH:17][N:16]=2)=[CH:12][CH:11]=1)(C(C)(C)C)(C)C.CCCC[N+](CCCC)(CCCC)CCCC.[F-], predict the reaction product.